From a dataset of Full USPTO retrosynthesis dataset with 1.9M reactions from patents (1976-2016). Predict the reactants needed to synthesize the given product. Given the product [NH2:9][C:3]1[N:4]=[CH:5][N:6]=[C:7]([O:17][C:13]2[CH:12]=[C:11]([NH:10][C:41](=[O:44])[CH:42]=[CH2:43])[CH:16]=[CH:15][CH:14]=2)[C:2]=1[C:28]1[CH:27]=[N:26][N:25]([CH2:24][C:23]2[CH:22]=[CH:21][C:20]([O:19][CH3:18])=[CH:40][CH:39]=2)[CH:29]=1, predict the reactants needed to synthesize it. The reactants are: Cl[C:2]1[C:3]([NH2:9])=[N:4][CH:5]=[N:6][C:7]=1Cl.[NH2:10][C:11]1[CH:12]=[C:13]([OH:17])[CH:14]=[CH:15][CH:16]=1.[CH3:18][O:19][C:20]1[CH:40]=[CH:39][C:23]([CH2:24][N:25]2[CH:29]=[C:28](B3OC(C)(C)C(C)(C)O3)[CH:27]=[N:26]2)=[CH:22][CH:21]=1.[C:41](Cl)(=[O:44])[CH:42]=[CH2:43].